This data is from Reaction yield outcomes from USPTO patents with 853,638 reactions. The task is: Predict the reaction yield, written as a fraction of the theoretical maximum amount of product (1.0 means a 100% yield; for example, 0.34 means a 34% yield). (1) The reactants are [H-].[Na+].[S:3]1[CH:7]=[CH:6][CH:5]=[C:4]1[CH2:8][OH:9].[CH2:10](Br)[C:11]1[CH:16]=[CH:15][CH:14]=[CH:13][CH:12]=1. The catalyst is C1COCC1. The product is [CH2:10]([O:9][CH2:8][C:4]1[S:3][CH:7]=[CH:6][CH:5]=1)[C:11]1[CH:16]=[CH:15][CH:14]=[CH:13][CH:12]=1. The yield is 0.780. (2) The reactants are [CH:1]1([CH2:4][O:5][C:6]2[CH:11]=[CH:10][C:9]([NH:12][S:13]([CH2:16][CH3:17])(=[O:15])=[O:14])=[CH:8][C:7]=2B2OC(C)(C)C(C)(C)O2)[CH2:3][CH2:2]1.Br[C:28]1[C:29]2[CH:38]=[CH:37][O:36][C:30]=2[C:31](=[O:35])[N:32]([CH3:34])[CH:33]=1.[O-]P([O-])([O-])=O.[K+].[K+].[K+]. The catalyst is O1CCOCC1.O.C1C=CC(P(C2C=CC=CC=2)[C-]2C=CC=C2)=CC=1.C1C=CC(P(C2C=CC=CC=2)[C-]2C=CC=C2)=CC=1.Cl[Pd]Cl.[Fe+2]. The product is [CH:1]1([CH2:4][O:5][C:6]2[CH:11]=[CH:10][C:9]([NH:12][S:13]([CH2:16][CH3:17])(=[O:14])=[O:15])=[CH:8][C:7]=2[C:28]2[C:29]3[CH:38]=[CH:37][O:36][C:30]=3[C:31](=[O:35])[N:32]([CH3:34])[CH:33]=2)[CH2:2][CH2:3]1. The yield is 0.160. (3) The reactants are C([Mg]Cl)(C)C.Br[C:7]1[CH:12]=[C:11]([O:13][C:14]2[CH:19]=[CH:18][C:17]([O:20][CH3:21])=[CH:16][CH:15]=2)[C:10]([Cl:22])=[CH:9][C:8]=1[F:23].[C:24](OCC)(=[O:30])[C:25]([O:27][CH2:28][CH3:29])=[O:26].[Cl-].[NH4+]. The catalyst is C1COCC1. The yield is 0.870. The product is [Cl:22][C:10]1[C:11]([O:13][C:14]2[CH:19]=[CH:18][C:17]([O:20][CH3:21])=[CH:16][CH:15]=2)=[CH:12][C:7]([C:24](=[O:30])[C:25]([O:27][CH2:28][CH3:29])=[O:26])=[C:8]([F:23])[CH:9]=1. (4) The reactants are [Br:1][C:2]1[CH:17]=[CH:16][C:5]([C:6]([C@@H:8]2[CH2:12][CH2:11][CH2:10][C@H:9]2[C:13]([OH:15])=[O:14])=[O:7])=[CH:4][CH:3]=1.[CH3:18]OC(OC)(C)C.Cl. The catalyst is CO. The product is [Br:1][C:2]1[CH:3]=[CH:4][C:5]([C:6]([C@@H:8]2[CH2:12][CH2:11][CH2:10][C@H:9]2[C:13]([O:15][CH3:18])=[O:14])=[O:7])=[CH:16][CH:17]=1. The yield is 0.830.